The task is: Predict the reactants needed to synthesize the given product.. This data is from Full USPTO retrosynthesis dataset with 1.9M reactions from patents (1976-2016). (1) Given the product [Cl:7][C:8]1[N:13]=[C:12]([NH:14][C:15]2[CH:19]=[C:18]([O:20][CH3:21])[NH:17][N:16]=2)[C:11]([F:22])=[C:10]([N:1]2[CH2:6][CH2:5][O:4][CH2:3][CH2:2]2)[N:9]=1, predict the reactants needed to synthesize it. The reactants are: [NH:1]1[CH2:6][CH2:5][O:4][CH2:3][CH2:2]1.[Cl:7][C:8]1[N:13]=[C:12]([NH:14][C:15]2[CH:19]=[C:18]([O:20][CH3:21])[NH:17][N:16]=2)[C:11]([F:22])=[C:10](Cl)[N:9]=1.CCN(C(C)C)C(C)C. (2) Given the product [CH3:14][O:13][C:6]1[C:5]2[N:4]([CH2:15][O:16][CH2:17][CH2:18][Si:19]([CH3:22])([CH3:21])[CH3:20])[CH:3]=[C:2]([C:25]3[CH:26]=[CH:27][CH:28]=[CH:29][C:24]=3[CH3:23])[C:10]=2[C:9]([C:11]#[N:12])=[CH:8][N:7]=1, predict the reactants needed to synthesize it. The reactants are: Br[C:2]1[C:10]2[C:9]([C:11]#[N:12])=[CH:8][N:7]=[C:6]([O:13][CH3:14])[C:5]=2[N:4]([CH2:15][O:16][CH2:17][CH2:18][Si:19]([CH3:22])([CH3:21])[CH3:20])[CH:3]=1.[CH3:23][C:24]1[CH:29]=[CH:28][CH:27]=[CH:26][C:25]=1B(O)O.C(=O)([O-])[O-].[Na+].[Na+].